Task: Regression. Given two drug SMILES strings and cell line genomic features, predict the synergy score measuring deviation from expected non-interaction effect.. Dataset: NCI-60 drug combinations with 297,098 pairs across 59 cell lines (1) Drug 1: CC12CCC(CC1=CCC3C2CCC4(C3CC=C4C5=CN=CC=C5)C)O. Drug 2: CC(C)CN1C=NC2=C1C3=CC=CC=C3N=C2N. Cell line: SK-MEL-5. Synergy scores: CSS=-5.45, Synergy_ZIP=1.37, Synergy_Bliss=-3.94, Synergy_Loewe=-7.73, Synergy_HSA=-7.48. (2) Drug 1: C1=CC(=CC=C1C#N)C(C2=CC=C(C=C2)C#N)N3C=NC=N3. Drug 2: C1CN1P(=S)(N2CC2)N3CC3. Cell line: MALME-3M. Synergy scores: CSS=-15.5, Synergy_ZIP=6.61, Synergy_Bliss=-9.56, Synergy_Loewe=-26.9, Synergy_HSA=-26.4. (3) Drug 1: CC12CCC(CC1=CCC3C2CCC4(C3CC=C4C5=CN=CC=C5)C)O. Drug 2: CCN(CC)CCNC(=O)C1=C(NC(=C1C)C=C2C3=C(C=CC(=C3)F)NC2=O)C. Cell line: SK-MEL-5. Synergy scores: CSS=-1.85, Synergy_ZIP=4.51, Synergy_Bliss=3.42, Synergy_Loewe=-5.00, Synergy_HSA=-4.21. (4) Drug 1: C1C(C(OC1N2C=C(C(=O)NC2=O)F)CO)O. Drug 2: C1CNP(=O)(OC1)N(CCCl)CCCl. Cell line: SK-MEL-5. Synergy scores: CSS=0.321, Synergy_ZIP=-1.45, Synergy_Bliss=0.579, Synergy_Loewe=-6.90, Synergy_HSA=-1.57. (5) Drug 1: CNC(=O)C1=CC=CC=C1SC2=CC3=C(C=C2)C(=NN3)C=CC4=CC=CC=N4. Drug 2: C#CCC(CC1=CN=C2C(=N1)C(=NC(=N2)N)N)C3=CC=C(C=C3)C(=O)NC(CCC(=O)O)C(=O)O. Cell line: SF-295. Synergy scores: CSS=8.13, Synergy_ZIP=-3.49, Synergy_Bliss=-2.58, Synergy_Loewe=-0.736, Synergy_HSA=-1.08. (6) Drug 1: CC(C1=C(C=CC(=C1Cl)F)Cl)OC2=C(N=CC(=C2)C3=CN(N=C3)C4CCNCC4)N. Drug 2: C1=CC(=C2C(=C1NCCNCCO)C(=O)C3=C(C=CC(=C3C2=O)O)O)NCCNCCO. Cell line: SK-MEL-5. Synergy scores: CSS=37.3, Synergy_ZIP=18.0, Synergy_Bliss=18.0, Synergy_Loewe=-8.19, Synergy_HSA=13.6. (7) Drug 1: CC1=C2C(C(=O)C3(C(CC4C(C3C(C(C2(C)C)(CC1OC(=O)C(C(C5=CC=CC=C5)NC(=O)OC(C)(C)C)O)O)OC(=O)C6=CC=CC=C6)(CO4)OC(=O)C)OC)C)OC. Drug 2: CC1=C(C(=CC=C1)Cl)NC(=O)C2=CN=C(S2)NC3=CC(=NC(=N3)C)N4CCN(CC4)CCO. Cell line: SF-268. Synergy scores: CSS=61.7, Synergy_ZIP=19.1, Synergy_Bliss=18.1, Synergy_Loewe=13.6, Synergy_HSA=19.3. (8) Drug 1: C1=CN(C=N1)CC(O)(P(=O)(O)O)P(=O)(O)O. Drug 2: COC1=C2C(=CC3=C1OC=C3)C=CC(=O)O2. Cell line: SN12C. Synergy scores: CSS=0.771, Synergy_ZIP=2.25, Synergy_Bliss=1.40, Synergy_Loewe=1.60, Synergy_HSA=-0.769. (9) Drug 1: C1=CC(=CC=C1CCCC(=O)O)N(CCCl)CCCl. Drug 2: C1CC(=O)NC(=O)C1N2C(=O)C3=CC=CC=C3C2=O. Cell line: HCT116. Synergy scores: CSS=45.2, Synergy_ZIP=7.89, Synergy_Bliss=10.0, Synergy_Loewe=8.35, Synergy_HSA=10.1.